This data is from Reaction yield outcomes from USPTO patents with 853,638 reactions. The task is: Predict the reaction yield, written as a fraction of the theoretical maximum amount of product (1.0 means a 100% yield; for example, 0.34 means a 34% yield). (1) The reactants are [C:1]([N:8]1[CH2:13][CH2:12][CH2:11][CH:10]([CH2:14][NH:15][C:16]2[CH:21]=[CH:20][CH:19]=[CH:18][CH:17]=2)[CH2:9]1)([O:3][C:4]([CH3:7])([CH3:6])[CH3:5])=[O:2].C(N(CC)C(C)C)(C)C.[C:31](Cl)(=[O:34])[CH2:32][CH3:33]. The catalyst is C(Cl)Cl. The product is [C:1]([N:8]1[CH2:13][CH2:12][CH2:11][CH:10]([CH2:14][N:15]([C:16]2[CH:21]=[CH:20][CH:19]=[CH:18][CH:17]=2)[C:31](=[O:34])[CH2:32][CH3:33])[CH2:9]1)([O:3][C:4]([CH3:6])([CH3:7])[CH3:5])=[O:2]. The yield is 0.820. (2) The reactants are C(Cl)C[Cl:3].[NH2:5][C:6]1[N:11]=[CH:10][C:9](/[CH:12]=[CH:13]/[C:14]([OH:16])=O)=[CH:8][CH:7]=1.[CH3:17][NH:18][CH2:19][C:20]1[O:21][C:22]2[CH:29]=[CH:28][CH:27]=[CH:26][C:23]=2[C:24]=1[CH3:25].C1C=CC2N(O)N=NC=2C=1.O.CCN(C(C)C)C(C)C.Cl. The catalyst is CN(C=O)C.O.C(Cl)Cl. The product is [ClH:3].[NH2:5][C:6]1[N:11]=[CH:10][C:9](/[CH:12]=[CH:13]/[C:14]([N:18]([CH3:17])[CH2:19][C:20]2[O:21][C:22]3[CH:29]=[CH:28][CH:27]=[CH:26][C:23]=3[C:24]=2[CH3:25])=[O:16])=[CH:8][CH:7]=1. The yield is 0.540. (3) The reactants are [CH2:1]([NH:8][C@H:9]1[C@@H:14]([NH:15][C:16]([C:18]2[NH:19][C:20]([CH2:24][CH3:25])=[C:21]([Cl:23])[N:22]=2)=[O:17])[CH2:13][CH2:12][N:11](C(OC(C)(C)C)=O)[CH2:10]1)[C:2]1[CH:7]=[CH:6][CH:5]=[CH:4][CH:3]=1.Cl.O1CCOCC1.Br[C:41]1[S:42][C:43]([C:47]([O:49][CH2:50][CH3:51])=[O:48])=[C:44]([CH3:46])[N:45]=1.C(=O)([O-])[O-].[Na+].[Na+]. No catalyst specified. The product is [CH2:1]([NH:8][C@H:9]1[C@@H:14]([NH:15][C:16]([C:18]2[NH:19][C:20]([CH2:24][CH3:25])=[C:21]([Cl:23])[N:22]=2)=[O:17])[CH2:13][CH2:12][N:11]([C:41]2[S:42][C:43]([C:47]([O:49][CH2:50][CH3:51])=[O:48])=[C:44]([CH3:46])[N:45]=2)[CH2:10]1)[C:2]1[CH:3]=[CH:4][CH:5]=[CH:6][CH:7]=1. The yield is 0.570. (4) The reactants are Br[C:2]1[CH:7]=[CH:6][C:5]([N:8]2[CH2:13][CH2:12][N:11]([S:14]([CH2:17][CH:18]([CH:22]([CH3:24])[CH3:23])[C:19]([OH:21])=[O:20])(=[O:16])=[O:15])[CH2:10][CH2:9]2)=[CH:4][CH:3]=1.[O:25]1[CH:29]=[CH:28][CH:27]=[C:26]1B(O)O. No catalyst specified. The product is [O:25]1[CH:29]=[CH:28][CH:27]=[C:26]1[C:2]1[CH:7]=[CH:6][C:5]([N:8]2[CH2:13][CH2:12][N:11]([S:14]([CH2:17][CH:18]([CH:22]([CH3:24])[CH3:23])[C:19]([OH:21])=[O:20])(=[O:16])=[O:15])[CH2:10][CH2:9]2)=[CH:4][CH:3]=1. The yield is 0.680. (5) The reactants are [Cl:1][C:2]1[N:7]=[C:6]([CH2:8][C:9]([C:11]2[CH:12]=[CH:13][C:14]([F:29])=[C:15]([NH:17][S:18]([C:21]3[CH:26]=[C:25]([F:27])[CH:24]=[CH:23][C:22]=3[F:28])(=[O:20])=[O:19])[CH:16]=2)=O)[CH:5]=[CH:4][N:3]=1.C1C(=O)N(Br)C(=O)C1.[O:38]1[CH2:43][CH2:42][CH:41]([C:44](=[S:46])[NH2:45])[CH2:40][CH2:39]1.O. The product is [Cl:1][C:2]1[N:7]=[C:6]([C:8]2[S:46][C:44]([CH:41]3[CH2:42][CH2:43][O:38][CH2:39][CH2:40]3)=[N:45][C:9]=2[C:11]2[CH:12]=[CH:13][C:14]([F:29])=[C:15]([NH:17][S:18]([C:21]3[CH:26]=[C:25]([F:27])[CH:24]=[CH:23][C:22]=3[F:28])(=[O:20])=[O:19])[CH:16]=2)[CH:5]=[CH:4][N:3]=1. The catalyst is CC(N(C)C)=O. The yield is 0.585.